From a dataset of Full USPTO retrosynthesis dataset with 1.9M reactions from patents (1976-2016). Predict the reactants needed to synthesize the given product. (1) Given the product [Br:4][C:5]1[N:9]2[CH:10]=[C:11]([C:16]([O:3][CH2:1][CH3:2])=[O:23])[N:12]=[C:13]([S:14][CH3:15])[C:8]2=[N:7][CH:6]=1, predict the reactants needed to synthesize it. The reactants are: [CH2:1]([OH:3])[CH3:2].[Br:4][C:5]1[N:9]2[CH:10]=[C:11]([C:16]#N)[N:12]=[C:13]([S:14][CH3:15])[C:8]2=[N:7][CH:6]=1.C[Si](Cl)(C)C.[OH2:23]. (2) Given the product [CH3:15][N:16]1[CH:20]=[C:19]([C:2]2[N:7]=[C:6]3[NH:8][N:9]=[C:10]([C:11]([O:13][CH3:14])=[O:12])[C:5]3=[CH:4][CH:3]=2)[CH:18]=[N:17]1, predict the reactants needed to synthesize it. The reactants are: Cl[C:2]1[N:7]=[C:6]2[NH:8][N:9]=[C:10]([C:11]([O:13][CH3:14])=[O:12])[C:5]2=[CH:4][CH:3]=1.[CH3:15][N:16]1[CH:20]=[C:19](B(O)O)[CH:18]=[N:17]1. (3) Given the product [N:15]1([CH2:2][CH2:3][CH2:4][CH2:5][CH2:6][CH2:7][CH2:8][OH:9])[CH:19]=[CH:18][N:17]=[CH:16]1, predict the reactants needed to synthesize it. The reactants are: Br[CH2:2][CH2:3][CH2:4][CH2:5][CH2:6][CH2:7][CH2:8][OH:9].CN(C)C=O.[NH:15]1[CH:19]=[CH:18][N:17]=[CH:16]1.[H-].[Na+]. (4) The reactants are: C([N:5]1[CH2:9][CH2:8][CH2:7][C:6]1=O)=CCC.C(OC)(=O)[C:12]1[CH:17]=[CH:16][CH:15]=[N:14][CH:13]=1. Given the product [CH:16]1[CH:15]=[N:14][CH:13]=[C:12]([C:6]2[CH2:7][CH2:8][CH2:9][N:5]=2)[CH:17]=1, predict the reactants needed to synthesize it. (5) Given the product [F:3][C:4]1[CH:5]=[N:6][C:7]([NH:15][C:16]2[S:20][N:19]=[C:18]([CH3:21])[CH:17]=2)=[C:8]([CH:14]=1)[C:9]([OH:11])=[O:10], predict the reactants needed to synthesize it. The reactants are: [OH-].[Li+].[F:3][C:4]1[CH:5]=[N:6][C:7]([NH:15][C:16]2[S:20][N:19]=[C:18]([CH3:21])[CH:17]=2)=[C:8]([CH:14]=1)[C:9]([O:11]CC)=[O:10].Cl. (6) The reactants are: [CH2:1]([O:8][C:9](=[O:24])[NH:10][C:11]1[C:12]([CH2:22][OH:23])=[N:13][N:14]([CH:16]2[CH2:21][CH2:20][CH2:19][CH2:18][O:17]2)[CH:15]=1)[C:2]1[CH:7]=[CH:6][CH:5]=[CH:4][CH:3]=1. Given the product [CH2:1]([O:8][C:9](=[O:24])[NH:10][C:11]1[C:12]([CH:22]=[O:23])=[N:13][N:14]([CH:16]2[CH2:21][CH2:20][CH2:19][CH2:18][O:17]2)[CH:15]=1)[C:2]1[CH:7]=[CH:6][CH:5]=[CH:4][CH:3]=1, predict the reactants needed to synthesize it. (7) Given the product [F:1][C:2]([F:39])([F:38])[C:3]1[CH:4]=[C:5]([C@H:13]2[O:17][C:16](=[O:18])[N:15]([CH2:19][C:20]3[CH:25]=[C:24]([CH:40]4[CH2:42][CH2:41]4)[CH:23]=[CH:22][C:21]=3[C:27]3[CH:32]=[C:31]([CH:33]([CH3:35])[CH3:34])[CH:30]=[CH:29][C:28]=3[Cl:36])[C@H:14]2[CH3:37])[CH:6]=[C:7]([C:9]([F:12])([F:11])[F:10])[CH:8]=1, predict the reactants needed to synthesize it. The reactants are: [F:1][C:2]([F:39])([F:38])[C:3]1[CH:4]=[C:5]([C@H:13]2[O:17][C:16](=[O:18])[N:15]([CH2:19][C:20]3[CH:25]=[C:24](Br)[CH:23]=[CH:22][C:21]=3[C:27]3[CH:32]=[C:31]([CH:33]([CH3:35])[CH3:34])[CH:30]=[CH:29][C:28]=3[Cl:36])[C@H:14]2[CH3:37])[CH:6]=[C:7]([C:9]([F:12])([F:11])[F:10])[CH:8]=1.[CH:40]1(B(O)O)[CH2:42][CH2:41]1.[OH-].[K+]. (8) Given the product [Cl:1][C:2]1[CH:3]=[CH:4][C:5]([CH2:6][N:7]2[CH:12]=[C:11]([C:13]3[CH:18]=[CH:17][C:16]([O:19][CH3:20])=[CH:15][CH:14]=3)[CH:10]([CH2:21][CH2:22][O:23][CH3:28])[CH2:9][C:8]2=[O:24])=[CH:25][CH:26]=1.[Cl:1][C:2]1[CH:3]=[CH:4][C:5]([CH2:6][N:7]2[CH:12]=[C:11]([C:13]3[CH:18]=[CH:17][C:16]([O:19][CH3:20])=[CH:15][CH:14]=3)[C:10]([CH2:21][CH2:22][O:23][CH3:28])=[CH:9][C:8]2=[O:24])=[CH:25][CH:26]=1, predict the reactants needed to synthesize it. The reactants are: [Cl:1][C:2]1[CH:26]=[CH:25][C:5]([CH2:6][N:7]2[CH:12]=[C:11]([C:13]3[CH:18]=[CH:17][C:16]([O:19][CH3:20])=[CH:15][CH:14]=3)[C:10]([CH2:21][CH2:22][OH:23])=[CH:9][C:8]2=[O:24])=[CH:4][CH:3]=1.I[CH3:28].